This data is from Catalyst prediction with 721,799 reactions and 888 catalyst types from USPTO. The task is: Predict which catalyst facilitates the given reaction. (1) Reactant: C([O:4][C@@H:5]1[C@H:10](CC([O-])=O)[C@H:9]([O:15]C(=O)C)[C@@H:8]([O:19][C:20]2[CH:25]=[CH:24][C:23]([N:26]3[C:34]4[C:29](=[CH:30][C:31]([N+:35]([O-:37])=[O:36])=[CH:32][CH:33]=4)[CH2:28][CH2:27]3)=[CH:22][C:21]=2[Cl:38])[O:7][C@@H:6]1[C@@H:39]([O:41]C(=O)C)[CH3:40])(=O)C.C[O-:46].[Na+]. Product: [Cl:38][C:21]1[CH:22]=[C:23]([N:26]2[C:34]3[C:29](=[CH:30][C:31]([N+:35]([O-:37])=[O:36])=[CH:32][CH:33]=3)[CH2:28][CH2:27]2)[CH:24]=[CH:25][C:20]=1[O:19][C@@H:8]1[C@@H:9]([OH:15])[C@@H:10]([OH:46])[C@H:5]([OH:4])[C@@H:6]([C@@H:39]([OH:41])[CH3:40])[O:7]1. The catalyst class is: 5. (2) Reactant: FC(F)(F)C(O)=O.[Si:8]([O:25][CH2:26][C:27]1[CH:28]=[C:29]2[C:34](=[CH:35][CH:36]=1)[CH2:33][N:32](C(OC(C)(C)C)=O)[CH2:31][CH2:30]2)([C:21]([CH3:24])([CH3:23])[CH3:22])([C:15]1[CH:20]=[CH:19][CH:18]=[CH:17][CH:16]=1)[C:9]1[CH:14]=[CH:13][CH:12]=[CH:11][CH:10]=1. Product: [Si:8]([O:25][CH2:26][C:27]1[CH:28]=[C:29]2[C:34](=[CH:35][CH:36]=1)[CH2:33][NH:32][CH2:31][CH2:30]2)([C:21]([CH3:23])([CH3:22])[CH3:24])([C:15]1[CH:16]=[CH:17][CH:18]=[CH:19][CH:20]=1)[C:9]1[CH:14]=[CH:13][CH:12]=[CH:11][CH:10]=1. The catalyst class is: 22. (3) The catalyst class is: 217. Product: [F:23][C:17]1[C:18]([F:22])=[CH:19][CH:20]=[CH:21][C:16]=1[C@H:13]1[CH2:12][N:11]([CH2:24][CH2:25][S:26][CH3:27])[C:10](=[O:28])[C@H:9]([NH:8][C:30]([N:57]2[CH2:58][CH2:59][CH:54]([N:46]3[C:47]4[C:48](=[N:49][CH:50]=[CH:51][CH:52]=4)[NH:53][C:45]3=[O:44])[CH2:55][CH2:56]2)=[O:31])[CH2:15][CH2:14]1. Reactant: C(N(CC)CC)C.[NH2:8][C@@H:9]1[CH2:15][CH2:14][C@@H:13]([C:16]2[CH:21]=[CH:20][CH:19]=[C:18]([F:22])[C:17]=2[F:23])[CH2:12][N:11]([CH2:24][CH2:25][S:26][CH3:27])[C:10]1=[O:28].Cl[C:30](OC1C=CC([N+]([O-])=O)=CC=1)=[O:31].Cl.Cl.[O:44]=[C:45]1[NH:53][C:48]2=[N:49][CH:50]=[CH:51][CH:52]=[C:47]2[N:46]1[CH:54]1[CH2:59][CH2:58][NH:57][CH2:56][CH2:55]1. (4) Reactant: C(NC(C)C)(C)C.[Li]CCCC.CCCCCC.[C:19]([O:24][CH3:25])(=[O:23])[CH:20]([CH3:22])[CH3:21].[N:26]1[CH:31]=[CH:30][CH:29]=[CH:28][C:27]=1[CH:32]=[O:33]. Product: [OH:33][CH:32]([C:27]1[CH:28]=[CH:29][CH:30]=[CH:31][N:26]=1)[C:20]([CH3:22])([CH3:21])[C:19]([O:24][CH3:25])=[O:23]. The catalyst class is: 1. (5) Reactant: [NH2:1][C@@H:2]1[CH2:7][CH2:6][CH2:5][N:4]([C:8]2[N:9]=[C:10]([Cl:16])[C:11]([C:14]#[N:15])=[N:12][CH:13]=2)[CH2:3]1.[N:17]1[CH:18]=[CH:19][N:20]2[CH:25]=[C:24]([C:26](O)=[O:27])[CH:23]=[CH:22][C:21]=12.CCN(C(C)C)C(C)C.C1CN([P+](ON2N=NC3C=CC=CC2=3)(N2CCCC2)N2CCCC2)CC1.F[P-](F)(F)(F)(F)F. Product: [Cl:16][C:10]1[N:9]=[C:8]([N:4]2[CH2:5][CH2:6][CH2:7][C@@H:2]([NH:1][C:26]([C:24]3[CH:23]=[CH:22][C:21]4[N:20]([CH:19]=[CH:18][N:17]=4)[CH:25]=3)=[O:27])[CH2:3]2)[CH:13]=[N:12][C:11]=1[C:14]#[N:15]. The catalyst class is: 31. (6) Reactant: [CH2:1]([O:3][C:4](=[O:31])[CH:5]([N:12]1[CH2:17][CH2:16][N:15]([C:18]2[CH:23]=[CH:22][C:21]([C:24]3[O:28][N:27]=[C:26]([CH3:29])[N:25]=3)=[CH:20][C:19]=2[F:30])[CH2:14][CH2:13]1)[C:6]1[CH:11]=[CH:10][CH:9]=[CH:8][CH:7]=1)[CH3:2].[CH3:32][Si]([N-][Si](C)(C)C)(C)C.[Na+].CI.[Cl-].[NH4+]. Product: [CH2:1]([O:3][C:4](=[O:31])[C:5]([N:12]1[CH2:17][CH2:16][N:15]([C:18]2[CH:23]=[CH:22][C:21]([C:24]3[O:28][N:27]=[C:26]([CH3:29])[N:25]=3)=[CH:20][C:19]=2[F:30])[CH2:14][CH2:13]1)([C:6]1[CH:11]=[CH:10][CH:9]=[CH:8][CH:7]=1)[CH3:32])[CH3:2]. The catalyst class is: 90. (7) Reactant: [H-].[Na+].[CH3:3][N:4]([CH3:9])[CH2:5][CH2:6][CH2:7][OH:8].[CH2:10](Br)[CH:11]=[CH2:12]. Product: [CH2:12]([O:8][CH2:7][CH2:6][CH2:5][N:4]([CH3:9])[CH3:3])[CH:11]=[CH2:10]. The catalyst class is: 21.